Dataset: Forward reaction prediction with 1.9M reactions from USPTO patents (1976-2016). Task: Predict the product of the given reaction. (1) Given the reactants [C:1]([OH:8])(=[O:7])/[CH:2]=[CH:3]\[C:4]([OH:6])=[O:5].[NH2:9][C:10]1[N:15]=[CH:14][N:13]=[C:12]2[N:16]([CH:37]3[CH2:42][CH2:41][CH:40]([N:43]4[CH2:48][CH2:47][N:46]([CH3:49])[CH2:45][CH2:44]4)[CH2:39][CH2:38]3)[N:17]=[C:18]([C:19]3[CH:24]=[CH:23][C:22]([NH:25][S:26]([C:29]4[CH:34]=[CH:33][C:32]([F:35])=[CH:31][CH:30]=4)(=[O:28])=[O:27])=[C:21]([F:36])[CH:20]=3)[C:11]=12, predict the reaction product. The product is: [C:1]([OH:8])(=[O:7])/[CH:2]=[CH:3]\[C:4]([OH:6])=[O:5].[C:1]([OH:8])(=[O:7])/[CH:2]=[CH:3]\[C:4]([OH:6])=[O:5].[NH2:9][C:10]1[N:15]=[CH:14][N:13]=[C:12]2[N:16]([CH:37]3[CH2:38][CH2:39][CH:40]([N:43]4[CH2:48][CH2:47][N:46]([CH3:49])[CH2:45][CH2:44]4)[CH2:41][CH2:42]3)[N:17]=[C:18]([C:19]3[CH:24]=[CH:23][C:22]([NH:25][S:26]([C:29]4[CH:34]=[CH:33][C:32]([F:35])=[CH:31][CH:30]=4)(=[O:28])=[O:27])=[C:21]([F:36])[CH:20]=3)[C:11]=12. (2) The product is: [C:12]([C:16]1[O:20][N:19]=[C:18]([NH:21][C:22]([NH:5][C:4]2[CH:6]=[CH:7][C:8]([N+:9]([O-:11])=[O:10])=[C:2]([CH3:1])[CH:3]=2)=[O:23])[CH:17]=1)([CH3:15])([CH3:13])[CH3:14]. Given the reactants [CH3:1][C:2]1[CH:3]=[C:4]([CH:6]=[CH:7][C:8]=1[N+:9]([O-:11])=[O:10])[NH2:5].[C:12]([C:16]1[O:20][N:19]=[C:18]([NH:21][C:22](=O)[O:23]C2C=CC=CC=2)[CH:17]=1)([CH3:15])([CH3:14])[CH3:13].CCN(C(C)C)C(C)C, predict the reaction product. (3) Given the reactants [NH2:1][C:2]1[CH:10]=[CH:9][C:8]([Br:11])=[CH:7][C:3]=1[C:4]([OH:6])=[O:5].N1C=CC=CC=1.Cl[C:19](Cl)([O:21]C(=O)OC(Cl)(Cl)Cl)Cl, predict the reaction product. The product is: [Br:11][C:8]1[CH:9]=[CH:10][C:2]2[NH:1][C:19](=[O:21])[O:5][C:4](=[O:6])[C:3]=2[CH:7]=1. (4) Given the reactants [NH2:1][C:2]1[CH:9]=[CH:8][C:5]([C:6]#[N:7])=[C:4]([CH3:10])[CH:3]=1.[C:11](Cl)(=[O:15])[C:12]([CH3:14])=[CH2:13], predict the reaction product. The product is: [C:6]([C:5]1[CH:8]=[CH:9][C:2]([NH:1][C:11](=[O:15])[C:12]([CH3:14])=[CH2:13])=[CH:3][C:4]=1[CH3:10])#[N:7]. (5) Given the reactants C(OC([N:8]([C:28]1[S:29][CH2:30][CH2:31][N:32]=1)[N:9]([CH2:16][C:17]1[CH:22]=[CH:21][C:20]([Cl:23])=[C:19]([C:24]([F:27])([F:26])[F:25])[CH:18]=1)[C:10]1[CH:15]=[CH:14][CH:13]=[CH:12][CH:11]=1)=O)(C)(C)C.FC(F)(F)C(O)=O, predict the reaction product. The product is: [Cl:23][C:20]1[CH:21]=[CH:22][C:17]([CH2:16][N:9]([C:10]2[CH:15]=[CH:14][CH:13]=[CH:12][CH:11]=2)[NH:8][C:28]2[S:29][CH2:30][CH2:31][N:32]=2)=[CH:18][C:19]=1[C:24]([F:27])([F:25])[F:26].